Dataset: Full USPTO retrosynthesis dataset with 1.9M reactions from patents (1976-2016). Task: Predict the reactants needed to synthesize the given product. (1) Given the product [F:32][C:33]1[C:38]([CH3:39])=[C:37]([C:2]2[C:10]3[C:9]([O:11][C@H:12]([CH2:18][C:19]4[CH:24]=[CH:23][CH:22]=[CH:21][C:20]=4[O:25][CH3:26])[C:13]([O:15][CH2:16][CH3:17])=[O:14])=[N:8][CH:7]=[N:6][C:5]=3[S:4][C:3]=2[C:27]2[O:28][CH:29]=[CH:30][CH:31]=2)[CH:36]=[CH:35][C:34]=1[OH:49], predict the reactants needed to synthesize it. The reactants are: Br[C:2]1[C:10]2[C:9]([O:11][C@H:12]([CH2:18][C:19]3[CH:24]=[CH:23][CH:22]=[CH:21][C:20]=3[O:25][CH3:26])[C:13]([O:15][CH2:16][CH3:17])=[O:14])=[N:8][CH:7]=[N:6][C:5]=2[S:4][C:3]=1[C:27]1[O:28][CH:29]=[CH:30][CH:31]=1.[F:32][C:33]1[C:38]([CH3:39])=[C:37](B2OC(C)(C)C(C)(C)O2)[CH:36]=[CH:35][C:34]=1[OH:49].C([O-])([O-])=O.[Cs+].[Cs+].Cl. (2) The reactants are: [C:1]([O:5][C:6]([N:8]1[CH2:12][CH2:11][C@@H:10]([OH:13])[CH2:9]1)=[O:7])([CH3:4])([CH3:3])[CH3:2].[OH-].[Na+].[CH2:16](Cl)[C:17]1[CH:22]=[CH:21][CH:20]=[CH:19][CH:18]=1. Given the product [C:1]([O:5][C:6]([N:8]1[CH2:12][CH2:11][C@@H:10]([O:13][CH2:16][C:17]2[CH:22]=[CH:21][CH:20]=[CH:19][CH:18]=2)[CH2:9]1)=[O:7])([CH3:4])([CH3:2])[CH3:3], predict the reactants needed to synthesize it. (3) Given the product [C:1]([C:3]1[C:4]([C:14]([O:16][CH2:17][CH3:18])=[O:15])=[C:5]([CH2:12][N:19]2[CH2:24][CH2:23][O:22][CH2:21][CH2:20]2)[N:6]2[C:11]=1[CH:10]=[CH:9][CH:8]=[CH:7]2)#[N:2], predict the reactants needed to synthesize it. The reactants are: [C:1]([C:3]1[C:4]([C:14]([O:16][CH2:17][CH3:18])=[O:15])=[C:5]([CH:12]=O)[N:6]2[C:11]=1[CH:10]=[CH:9][CH:8]=[CH:7]2)#[N:2].[NH:19]1[CH2:24][CH2:23][O:22][CH2:21][CH2:20]1. (4) Given the product [Cl:1][C:2]1[CH:3]=[CH:4][C:5]([C:8]2[N:12](/[CH:13]=[CH:14]/[C:15]([F:16])([F:17])[F:18])[C:11](=[O:19])[N:10]([CH2:20][C:21]([NH:25][CH:26]([C:36]3[CH:41]=[CH:40][CH:39]=[CH:38][C:37]=3[C:42]([F:43])([F:44])[F:45])[C:27]([NH:29][C:30]([CH3:35])([C:32]([NH2:34])=[O:33])[CH3:31])=[O:28])=[O:23])[N:9]=2)=[CH:6][CH:7]=1, predict the reactants needed to synthesize it. The reactants are: [Cl:1][C:2]1[CH:7]=[CH:6][C:5]([C:8]2[N:12](/[CH:13]=[CH:14]/[C:15]([F:18])([F:17])[F:16])[C:11](=[O:19])[N:10]([CH2:20][C:21]([OH:23])=O)[N:9]=2)=[CH:4][CH:3]=1.Cl.[NH2:25][CH:26]([C:36]1[CH:41]=[CH:40][CH:39]=[CH:38][C:37]=1[C:42]([F:45])([F:44])[F:43])[C:27]([NH:29][C:30]([CH3:35])([C:32]([NH2:34])=[O:33])[CH3:31])=[O:28]. (5) Given the product [CH3:17][C:3]1([CH2:2][O:1][Si:23]([CH2:28][CH3:29])([CH2:26][CH3:27])[CH2:24][CH3:25])[CH2:11][C:10]2[C:5](=[C:6]([CH3:15])[C:7]([CH:13]=[CH2:14])=[C:8]([CH3:12])[CH:9]=2)[CH:4]1[OH:16], predict the reactants needed to synthesize it. The reactants are: [OH:1][CH2:2][C:3]1([CH3:17])[CH2:11][C:10]2[C:5](=[C:6]([CH3:15])[C:7]([CH:13]=[CH2:14])=[C:8]([CH3:12])[CH:9]=2)[CH:4]1[OH:16].N1C=CN=C1.[Si:23](Cl)([CH2:28][CH3:29])([CH2:26][CH3:27])[CH2:24][CH3:25].